This data is from Cav3 T-type calcium channel HTS with 100,875 compounds. The task is: Binary Classification. Given a drug SMILES string, predict its activity (active/inactive) in a high-throughput screening assay against a specified biological target. The molecule is O=C(Nc1cc2c(cc(N3CCN(CC3)CC)nc2cc1)C)c1ccncc1. The result is 0 (inactive).